This data is from Full USPTO retrosynthesis dataset with 1.9M reactions from patents (1976-2016). The task is: Predict the reactants needed to synthesize the given product. (1) Given the product [CH2:28]([O:27][C:18]1[CH:17]=[C:16]2[C:21](=[C:20]3[CH2:22][C:23]([CH3:26])([CH3:25])[O:24][C:19]=13)[C:12]([C:10]1[CH:9]=[CH:8][C:3]([C:4]([O:6][CH3:7])=[O:5])=[C:2]([NH:1][C:41](=[O:42])[C:40]([F:51])([F:50])[F:39])[CH:11]=1)=[N:13][C:14]([CH3:30])([CH3:31])[CH2:15]2)[CH3:29], predict the reactants needed to synthesize it. The reactants are: [NH2:1][C:2]1[CH:11]=[C:10]([C:12]2[C:21]3[C:16](=[CH:17][C:18]([O:27][CH2:28][CH3:29])=[C:19]4[O:24][C:23]([CH3:26])([CH3:25])[CH2:22][C:20]4=3)[CH2:15][C:14]([CH3:31])([CH3:30])[N:13]=2)[CH:9]=[CH:8][C:3]=1[C:4]([O:6][CH3:7])=[O:5].C(N(CC)CC)C.[F:39][C:40]([F:51])([F:50])[C:41](O[C:41](=[O:42])[C:40]([F:51])([F:50])[F:39])=[O:42]. (2) Given the product [F:1][C:2]1[CH:7]=[CH:6][C:5](/[CH:8]=[CH:9]\[CH:15]([S:16][CH:15](/[CH:9]=[CH:8]\[C:5]2[CH:6]=[CH:7][C:2]([F:1])=[CH:3][CH:4]=2)[C:14]2[CH:17]=[CH:18][C:11]([Cl:10])=[CH:12][CH:13]=2)[C:14]2[CH:17]=[CH:18][C:11]([Cl:10])=[CH:12][CH:13]=2)=[CH:4][CH:3]=1, predict the reactants needed to synthesize it. The reactants are: [F:1][C:2]1[CH:7]=[CH:6][C:5]([C:8]#[CH:9])=[CH:4][CH:3]=1.[Cl:10][C:11]1[CH:18]=[CH:17][C:14]([CH2:15][SH:16])=[CH:13][CH:12]=1.[Na]. (3) Given the product [Cl:38][C:32]1[CH:33]=[C:34]([Cl:37])[CH:35]=[CH:36][C:31]=1[C:26]1[N:27]=[C:28]([CH2:29][CH3:30])[C:23]([NH:5][C:4]2[C:16]([CH2:17][CH3:18])=[CH:15][CH:20]=[C:12]([CH3:13])[N:11]=2)=[N:24][C:25]=1[CH2:39][CH3:40], predict the reactants needed to synthesize it. The reactants are: C(C1[C:4]([NH:11][C@@H:12]2[C:20]3[C:15](=[CH:16][CH:17]=[CH:18]C=3)C[C@@H:13]2O)=[N:5]C(CC)=CN=1)C.Br[C:23]1[C:28]([CH2:29][CH3:30])=[N:27][C:26]([C:31]2[CH:36]=[CH:35][C:34]([Cl:37])=[CH:33][C:32]=2[Cl:38])=[C:25]([CH2:39][CH3:40])[N:24]=1.C(C1C(N)=NC(C)=CC=1)C. (4) Given the product [CH3:20][C:21]1[N:25]([C:7]([CH:1]2[CH2:6][CH2:5][CH2:4][CH2:3][CH2:2]2)=[N:8][OH:9])[N:24]=[N:23][N:22]=1, predict the reactants needed to synthesize it. The reactants are: [CH:1]1([CH:7]=[N:8][OH:9])[CH2:6][CH2:5][CH2:4][CH2:3][CH2:2]1.ClN1C(=O)CCC1=O.[NH4+].[Cl-].[CH3:20][C:21]1[NH:25][N:24]=[N:23][N:22]=1.C(N(CC)CC)C. (5) Given the product [CH2:7]([N:19]1[C:20]2[C:25](=[O:26])[N:24]([CH3:27])[N:23]=[CH:22][C:21]=2[N:28]=[C:18]1[Cl:17])[C:8]#[C:9][CH3:10], predict the reactants needed to synthesize it. The reactants are: C(=O)([O-])[O-].[K+].[K+].[CH2:7](Br)[C:8]#[C:9][CH3:10].CN(C)C=O.[Cl:17][C:18]1[NH:28][C:21]2[CH:22]=[N:23][N:24]([CH3:27])[C:25](=[O:26])[C:20]=2[N:19]=1.